This data is from Catalyst prediction with 721,799 reactions and 888 catalyst types from USPTO. The task is: Predict which catalyst facilitates the given reaction. (1) Reactant: Cl.[CH3:2][NH:3][CH3:4].C(N(CC)C(C)C)(C)C.[C:14]([C:16]1[CH:17]=[C:18]([C:22]#[C:23][C:24]2[CH:25]=[CH:26][C:27]([F:33])=[C:28]([CH:32]=2)[C:29]([OH:31])=O)[CH:19]=[N:20][CH:21]=1)#[N:15].O.ON1C2C=CC=CC=2N=N1. Product: [C:14]([C:16]1[CH:17]=[C:18]([C:22]#[C:23][C:24]2[CH:25]=[CH:26][C:27]([F:33])=[C:28]([CH:32]=2)[C:29]([N:3]([CH3:4])[CH3:2])=[O:31])[CH:19]=[N:20][CH:21]=1)#[N:15]. The catalyst class is: 42. (2) Reactant: [Br:1][C:2]1[CH:7]=[CH:6][C:5]([NH:8][C:9](=[O:40])[CH:10]([N:19]2[C:23](=[O:24])[CH:22]([C:25]3[CH:30]=[CH:29][C:28]([O:31][CH2:32][CH2:33][O:34]C(C)(C)C)=[CH:27][CH:26]=3)[NH:21][C:20]2=[O:39])[CH:11]([C:13]2[CH:18]=[CH:17][CH:16]=[CH:15][CH:14]=2)[CH3:12])=[C:4]([Cl:41])[CH:3]=1.C(#N)C.C[Si](Cl)(C)C.[I-].[Na+]. Product: [Br:1][C:2]1[CH:7]=[CH:6][C:5]([NH:8][C:9](=[O:40])[CH:10]([N:19]2[C:23](=[O:24])[CH:22]([C:25]3[CH:26]=[CH:27][C:28]([O:31][CH2:32][CH2:33][OH:34])=[CH:29][CH:30]=3)[NH:21][C:20]2=[O:39])[CH:11]([C:13]2[CH:14]=[CH:15][CH:16]=[CH:17][CH:18]=2)[CH3:12])=[C:4]([Cl:41])[CH:3]=1. The catalyst class is: 96. (3) Reactant: [C:1]([O:5][C:6]([N:8]1[CH2:13][CH2:12][CH:11]([NH:14][CH:15]2[CH2:24][CH2:23][C:22]3[C:17](=[CH:18][C:19]([Br:25])=[CH:20][CH:21]=3)[CH2:16]2)[CH2:10][CH2:9]1)=[O:7])([CH3:4])([CH3:3])[CH3:2].[CH:26](=O)[CH2:27][CH3:28].C(O[BH-](OC(=O)C)OC(=O)C)(=O)C.[Na+]. Product: [C:1]([O:5][C:6]([N:8]1[CH2:13][CH2:12][CH:11]([N:14]([CH:15]2[CH2:24][CH2:23][C:22]3[C:17](=[CH:18][C:19]([Br:25])=[CH:20][CH:21]=3)[CH2:16]2)[CH2:26][CH2:27][CH3:28])[CH2:10][CH2:9]1)=[O:7])([CH3:4])([CH3:2])[CH3:3]. The catalyst class is: 68.